From a dataset of Full USPTO retrosynthesis dataset with 1.9M reactions from patents (1976-2016). Predict the reactants needed to synthesize the given product. (1) Given the product [CH3:8][O:7][C:5]([C:4]1[CH:9]=[CH:10][C:11]2[NH:12][C:14]([NH2:15])=[N:1][C:2]=2[CH:3]=1)=[O:6], predict the reactants needed to synthesize it. The reactants are: [NH2:1][C:2]1[CH:3]=[C:4]([CH:9]=[CH:10][C:11]=1[NH2:12])[C:5]([O:7][CH3:8])=[O:6].Br[C:14]#[N:15]. (2) Given the product [CH:19]1([CH2:22][CH2:23][NH:24][C:25]([C:27]2[N:28]=[N:29][C:30]([N:1]3[CH2:2][CH2:3][CH:4]([C:7](=[O:8])[C:9]4[CH:14]=[CH:13][CH:12]=[CH:11][C:10]=4[C:15]([F:16])([F:17])[F:18])[CH2:5][CH2:6]3)=[CH:31][CH:32]=2)=[O:26])[CH2:21][CH2:20]1, predict the reactants needed to synthesize it. The reactants are: [NH:1]1[CH2:6][CH2:5][CH:4]([C:7]([C:9]2[CH:14]=[CH:13][CH:12]=[CH:11][C:10]=2[C:15]([F:18])([F:17])[F:16])=[O:8])[CH2:3][CH2:2]1.[CH:19]1([CH2:22][CH2:23][NH:24][C:25]([C:27]2[N:28]=[N:29][C:30](Cl)=[CH:31][CH:32]=2)=[O:26])[CH2:21][CH2:20]1.